Dataset: Full USPTO retrosynthesis dataset with 1.9M reactions from patents (1976-2016). Task: Predict the reactants needed to synthesize the given product. (1) Given the product [F:24][CH:25]([CH2:28][NH2:29])[CH2:26][NH:27][C:15]1[C:16]2[S:21][C:20]([CH3:22])=[CH:19][C:17]=2[N:18]=[C:13]([N:5]2[CH2:6][C:7]3[CH:12]=[CH:11][CH:10]=[CH:9][C:8]=3[S:2](=[O:1])[CH2:3][CH2:4]2)[N:14]=1, predict the reactants needed to synthesize it. The reactants are: [O:1]=[S:2]1[C:8]2[CH:9]=[CH:10][CH:11]=[CH:12][C:7]=2[CH2:6][N:5]([C:13]2[NH:14][C:15](=O)[C:16]3[S:21][C:20]([CH3:22])=[CH:19][C:17]=3[N:18]=2)[CH2:4][CH2:3]1.[F:24][CH:25]([CH2:28][NH2:29])[CH2:26][NH2:27]. (2) Given the product [OH:37][CH2:36][C@@H:29]1[C@@H:30]([OH:35])[C@H:31]([OH:34])[C@H:32]([OH:33])[C@@H:27]([C:26]#[C:25][C:21]2[CH:22]=[CH:23][CH:24]=[C:19]([C@@H:8]3[C@@H:9]([OH:15])[C@@H:10]([OH:11])[C@H:5]([OH:4])[C@@H:6]([CH2:38][OH:39])[O:7]3)[CH:20]=2)[O:28]1, predict the reactants needed to synthesize it. The reactants are: C([O:4][C@H:5]1[C@H:10]([O:11]C(=O)C)[C@H:9]([O:15]C(=O)C)[C@@H:8]([C:19]2[CH:24]=[CH:23][CH:22]=[C:21]([C:25]#[C:26][C@@H:27]3[C@@H:32]([OH:33])[C@@H:31]([OH:34])[C@H:30]([OH:35])[C@@H:29]([CH2:36][OH:37])[O:28]3)[CH:20]=2)[O:7][C@@H:6]1[CH2:38][O:39]C(=O)C)(=O)C.CO[Na]. (3) Given the product [F:1][C:2]1[CH:3]=[C:4]([CH:29]=[CH:30][C:31]=1[F:32])[CH2:5][NH:6][C:7]([C:9]1[C:17]2[C:12](=[CH:13][C:14]([O:18][C:36]3[CH:37]=[N:38][CH:39]=[CH:40][CH:41]=3)=[CH:15][CH:16]=2)[N:11]([CH2:19][C:20]2[CH:25]=[CH:24][CH:23]=[CH:22][N:21]=2)[C:10]=1[CH:26]([CH3:28])[CH3:27])=[O:8], predict the reactants needed to synthesize it. The reactants are: [F:1][C:2]1[CH:3]=[C:4]([CH:29]=[CH:30][C:31]=1[F:32])[CH2:5][NH:6][C:7]([C:9]1[C:17]2[C:12](=[CH:13][C:14]([OH:18])=[CH:15][CH:16]=2)[N:11]([CH2:19][C:20]2[CH:25]=[CH:24][CH:23]=[CH:22][N:21]=2)[C:10]=1[CH:26]([CH3:28])[CH3:27])=[O:8].[OH-].[K+].Br[C:36]1[CH:37]=[N:38][CH:39]=[CH:40][CH:41]=1. (4) Given the product [S:24]([C:28]1[CH:29]=[C:30]([CH:34]=[CH:35][CH:36]=1)[C:31]([NH2:1])=[O:32])(=[O:27])(=[O:26])[NH2:25], predict the reactants needed to synthesize it. The reactants are: [NH2:1][C@H](C(C)C)C(N1CC[C@@](C2C=CC(Cl)=CC=2)(O)C(C)(C)C1)=O.[S:24]([C:28]1[CH:29]=[C:30]([CH:34]=[CH:35][CH:36]=1)[C:31](O)=[O:32])(=[O:27])(=[O:26])[NH2:25].C1C=CC2N(O)N=NC=2C=1.C(Cl)CCl.C(N(CC)CC)C. (5) Given the product [N+:15]([C:13]1[CH:12]=[CH:11][C:7]2[S:8][CH2:9][CH2:10][N:5]([C:3](=[O:4])[CH2:2][N:24]3[CH2:28][CH2:27][CH2:26][CH2:25]3)[C:6]=2[CH:14]=1)([O-:17])=[O:16], predict the reactants needed to synthesize it. The reactants are: Cl[CH2:2][C:3]([N:5]1[CH2:10][CH2:9][S:8][C:7]2[CH:11]=[CH:12][C:13]([N+:15]([O-:17])=[O:16])=[CH:14][C:6]1=2)=[O:4].Cl.C(OCC)C.[NH:24]1[CH2:28][CH2:27][CH2:26][CH2:25]1. (6) Given the product [OH2:14].[ClH:26].[Cl:26][C:27]1[CH:28]=[C:29]([CH:33]=[CH:34][CH:35]=1)[C:30]([NH:25][C:20]1[C:19]([NH:18][NH:17][C:15]([O:14][CH2:13][CH:10]2[CH2:9][CH2:8][N:7]([C:4]3[CH:5]=[CH:6][N:1]=[CH:2][CH:3]=3)[CH2:12][CH2:11]2)=[O:16])=[CH:24][CH:23]=[CH:22][CH:21]=1)=[O:31].[Cl:26][C:27]1[CH:28]=[C:29]([CH:33]=[CH:34][CH:35]=1)[C:30]([NH:25][C:20]1[C:19]([NH:18][NH:17][C:15]([O:14][CH2:13][CH:10]2[CH2:9][CH2:8][N:7]([C:4]3[CH:5]=[CH:6][N:1]=[CH:2][CH:3]=3)[CH2:12][CH2:11]2)=[O:16])=[CH:24][CH:23]=[CH:22][CH:21]=1)=[O:31].[ClH:26], predict the reactants needed to synthesize it. The reactants are: [N:1]1[CH:6]=[CH:5][C:4]([N:7]2[CH2:12][CH2:11][CH:10]([CH2:13][O:14][C:15]([NH:17][NH:18][C:19]3[C:20]([NH2:25])=[CH:21][CH:22]=[CH:23][CH:24]=3)=[O:16])[CH2:9][CH2:8]2)=[CH:3][CH:2]=1.[Cl:26][C:27]1[CH:28]=[C:29]([CH:33]=[CH:34][CH:35]=1)[C:30](Cl)=[O:31].